Dataset: Full USPTO retrosynthesis dataset with 1.9M reactions from patents (1976-2016). Task: Predict the reactants needed to synthesize the given product. The reactants are: Br[C:2]1[CH:17]=[CH:16][C:5]([C:6]([O:8][CH2:9][C:10]2[CH:15]=[CH:14][CH:13]=[CH:12][CH:11]=2)=[O:7])=[C:4]([N:18]2[CH2:23][CH2:22][CH:21]([CH2:24][O:25][Si](C(C)(C)C)(C3C=CC=CC=3)C3C=CC=CC=3)[CH2:20][CH2:19]2)[CH:3]=1.[CH:43]([Si](C)(C)C)=[CH2:44].CC1C=CC=CC=1P(C1C=CC=CC=1C)C1C=CC=CC=1C.C(N(CC)CC)C. Given the product [OH:25][CH2:24][CH:21]1[CH2:20][CH2:19][N:18]([C:4]2[CH:3]=[C:2]([CH:43]=[CH2:44])[CH:17]=[CH:16][C:5]=2[C:6]([O:8][CH2:9][C:10]2[CH:15]=[CH:14][CH:13]=[CH:12][CH:11]=2)=[O:7])[CH2:23][CH2:22]1, predict the reactants needed to synthesize it.